Task: Predict the reaction yield, written as a fraction of the theoretical maximum amount of product (1.0 means a 100% yield; for example, 0.34 means a 34% yield).. Dataset: Reaction yield outcomes from USPTO patents with 853,638 reactions (1) The reactants are [CH3:1][C:2]1([CH3:10])[CH2:7][C:6](=[O:8])[CH2:5][C:4](=[O:9])[CH2:3]1.[Br:11]Br. The catalyst is CC(O)=O. The product is [Br:11][CH:5]1[C:6](=[O:8])[CH2:7][C:2]([CH3:10])([CH3:1])[CH2:3][C:4]1=[O:9]. The yield is 1.00. (2) The reactants are Br[CH2:2][C:3]([O:5][C:6]([CH3:9])([CH3:8])[CH3:7])=[O:4].[OH:10][C:11]1[C:16]2[CH2:17][CH2:18][CH2:19][CH2:20][C:21](=[O:22])[C:15]=2[CH:14]=[CH:13][CH:12]=1.C([O-])([O-])=O.[Cs+].[Cs+].CCOC(C)=O. The catalyst is CC#N. The product is [C:6]([O:5][C:3](=[O:4])[CH2:2][O:10][C:11]1[C:16]2[CH2:17][CH2:18][CH2:19][CH2:20][C:21](=[O:22])[C:15]=2[CH:14]=[CH:13][CH:12]=1)([CH3:9])([CH3:8])[CH3:7]. The yield is 0.910. (3) The reactants are C([O:8][C@@H:9]1[CH2:13][CH2:12][CH2:11][C@H:10]1[NH:14][C:15]1[N:20]=[CH:19][C:18]([N:21]([CH3:41])[C:22](=[O:40])[C:23]([C:26]2[CH:31]=[C:30]([C:32]([F:35])([F:34])[F:33])[CH:29]=[C:28]([C:36]([F:39])([F:38])[F:37])[CH:27]=2)([CH3:25])[CH3:24])=[C:17]([C:42]2[CH:47]=[CH:46][CH:45]=[CH:44][C:43]=2[Cl:48])[CH:16]=1)C1C=CC=CC=1.B(Cl)(Cl)Cl. The catalyst is ClCCl. The product is [F:39][C:36]([F:37])([F:38])[C:28]1[CH:27]=[C:26]([C:23]([CH3:25])([CH3:24])[C:22]([N:21]([C:18]2[CH:19]=[N:20][C:15]([NH:14][C@@H:10]3[CH2:11][CH2:12][CH2:13][C@H:9]3[OH:8])=[CH:16][C:17]=2[C:42]2[CH:47]=[CH:46][CH:45]=[CH:44][C:43]=2[Cl:48])[CH3:41])=[O:40])[CH:31]=[C:30]([C:32]([F:35])([F:33])[F:34])[CH:29]=1. The yield is 0.460. (4) The reactants are [F:1][C:2]1[CH:3]=[C:4]([CH:7]=[CH:8][C:9]=1F)[CH:5]=[O:6].[CH2:11]([S:13]([O-:15])=[O:14])[CH3:12].[Na+]. The catalyst is CS(C)=O. The product is [CH2:11]([S:13]([C:9]1[CH:8]=[CH:7][C:4]([CH:5]=[O:6])=[CH:3][C:2]=1[F:1])(=[O:15])=[O:14])[CH3:12]. The yield is 0.800. (5) The reactants are [CH:1]([C:3]1[CH:4]=[N:5][C:6]2[C:11]([CH:12]=1)=[CH:10][CH:9]=[C:8]([NH:13][C:14]([C:16]1[C:17]([C:22]3[CH:27]=[CH:26][C:25]([C:28]([F:31])([F:30])[F:29])=[CH:24][CH:23]=3)=[CH:18][CH:19]=[CH:20][CH:21]=1)=[O:15])[CH:7]=2)=[O:2].P([O-])(O)(O)=[O:33].[K+].Cl([O-])=O.[Na+].S([O-])([O-])=O.[Na+].[Na+].Cl. The catalyst is C(#N)C. The product is [F:30][C:28]([F:31])([F:29])[C:25]1[CH:24]=[CH:23][C:22]([C:17]2[C:16]([C:14]([NH:13][C:8]3[CH:7]=[C:6]4[C:11]([CH:12]=[C:3]([C:1]([OH:33])=[O:2])[CH:4]=[N:5]4)=[CH:10][CH:9]=3)=[O:15])=[CH:21][CH:20]=[CH:19][CH:18]=2)=[CH:27][CH:26]=1. The yield is 0.800. (6) The reactants are [F:1][C:2]1[CH:7]=[CH:6][C:5]([CH:8]([CH2:11][CH2:12][O:13][CH:14]2[CH2:19][CH2:18][CH2:17][CH2:16][O:15]2)[C:9]#[N:10])=[C:4]([CH3:20])[CH:3]=1.[NH4+].[OH-]. The catalyst is C(O)C.O.[Ni]. The product is [F:1][C:2]1[CH:7]=[CH:6][C:5]([CH:8]([CH2:11][CH2:12][O:13][CH:14]2[CH2:19][CH2:18][CH2:17][CH2:16][O:15]2)[CH2:9][NH2:10])=[C:4]([CH3:20])[CH:3]=1. The yield is 0.900. (7) The reactants are Br[C:2]1[C:7](=[O:8])[N:6]([CH2:9][C:10]2[CH:15]=[CH:14][C:13]([C:16]3[C:17]([C:22]#[N:23])=[CH:18][CH:19]=[CH:20][CH:21]=3)=[CH:12][C:11]=2[F:24])[C:5]([CH2:25][CH2:26][CH2:27][CH3:28])=[N:4][C:3]=1[CH3:29].[F:30][C:31]1[CH:36]=[CH:35][C:34](B(O)O)=[CH:33][CH:32]=1.C(=O)([O-])[O-].[Cs+].[Cs+]. The catalyst is O1CCOCC1.C(OCC)(=O)C.C1C=CC(P(C2C=CC=CC=2)[C-]2C=CC=C2)=CC=1.C1C=CC(P(C2C=CC=CC=2)[C-]2C=CC=C2)=CC=1.Cl[Pd]Cl.[Fe+2]. The product is [CH2:25]([C:5]1[N:6]([CH2:9][C:10]2[CH:15]=[CH:14][C:13]([C:16]3[C:17]([C:22]#[N:23])=[CH:18][CH:19]=[CH:20][CH:21]=3)=[CH:12][C:11]=2[F:24])[C:7](=[O:8])[C:2]([C:34]2[CH:35]=[CH:36][C:31]([F:30])=[CH:32][CH:33]=2)=[C:3]([CH3:29])[N:4]=1)[CH2:26][CH2:27][CH3:28]. The yield is 0.980. (8) The reactants are [H-].[Na+].C([NH:6][C:7]1[N:16]=[C:15](C2N=CNN=2)[C:14]2[C:9](=[CH:10][CH:11]=[C:12]([Br:22])[CH:13]=2)[N:8]=1)(=O)C.[CH3:23][O:24][CH2:25][CH2:26][OH:27]. No catalyst specified. The product is [NH2:6][C:7]1[N:16]=[C:15]([O:27][CH2:26][CH2:25][O:24][CH3:23])[C:14]2[C:9](=[CH:10][CH:11]=[C:12]([Br:22])[CH:13]=2)[N:8]=1. The yield is 0.940.